Dataset: Reaction yield outcomes from USPTO patents with 853,638 reactions. Task: Predict the reaction yield, written as a fraction of the theoretical maximum amount of product (1.0 means a 100% yield; for example, 0.34 means a 34% yield). (1) The reactants are [C:1]([O:8][CH3:9])(=[O:7])[CH2:2][C:3]([O:5][CH3:6])=[O:4].[H-].[Na+].[Br:12][C:13]1[CH:18]=[CH:17][C:16]([CH2:19]Br)=[CH:15][CH:14]=1. No catalyst specified. The product is [Br:12][C:13]1[CH:18]=[CH:17][C:16]([CH2:19][CH:2]([C:1]([O:8][CH3:9])=[O:7])[C:3]([O:5][CH3:6])=[O:4])=[CH:15][CH:14]=1. The yield is 0.410. (2) The reactants are [C:1]([C:5]1[CH:9]=[C:8]([NH:10][C:11]([NH:13][C:14]2[CH:19]=[C:18]([OH:20])[CH:17]=[CH:16][C:15]=2[F:21])=[O:12])[N:7]([C:22]2[CH:27]=[CH:26][CH:25]=[CH:24][CH:23]=2)[N:6]=1)([CH3:4])([CH3:3])[CH3:2].Cl[C:29]1[C:38]2[C:33](=[CH:34][C:35]([O:41][CH3:42])=[C:36]([O:39][CH3:40])[CH:37]=2)[N:32]=[CH:31][N:30]=1.C(=O)([O-])[O-].[K+].[K+].O. The catalyst is CN(C=O)C. The product is [C:1]([C:5]1[CH:9]=[C:8]([NH:10][C:11]([NH:13][C:14]2[CH:19]=[C:18]([O:20][C:29]3[C:38]4[C:33](=[CH:34][C:35]([O:41][CH3:42])=[C:36]([O:39][CH3:40])[CH:37]=4)[N:32]=[CH:31][N:30]=3)[CH:17]=[CH:16][C:15]=2[F:21])=[O:12])[N:7]([C:22]2[CH:27]=[CH:26][CH:25]=[CH:24][CH:23]=2)[N:6]=1)([CH3:4])([CH3:2])[CH3:3]. The yield is 0.0600. (3) The reactants are C(=O)(O)[O-].[Na+].O.[S:7]1[C:11]2=[CH:12][N:13]=[C:14]([C:16](=[O:18])[CH3:17])[CH:15]=[C:10]2[CH:9]=[CH:8]1.[Br:19]Br. The catalyst is C(Cl)(Cl)(Cl)Cl. The product is [Br:19][C:9]1[C:10]2[C:11](=[CH:12][N:13]=[C:14]([C:16](=[O:18])[CH3:17])[CH:15]=2)[S:7][CH:8]=1. The yield is 0.360. (4) The reactants are [OH:1][C:2]1[CH:3]=[C:4]2[C:9](=[CH:10][CH:11]=1)[CH:8]=[C:7]([C:12]1[C:20]3[C:15](=[CH:16][CH:17]=[C:18]([C:21]#[N:22])[CH:19]=3)[N:14]([CH:23]3[CH2:28][CH2:27][CH2:26][CH2:25][O:24]3)[N:13]=1)[CH:6]=[CH:5]2.C1(P(C2C=CC=CC=2)C2C=CC=CC=2)C=CC=CC=1.[CH3:48][N:49]1[CH2:53][CH2:52][CH2:51][C@H:50]1[CH2:54]O.CC(OC(/N=N/C(OC(C)C)=O)=O)C. The catalyst is C1COCC1. The product is [CH3:48][N:49]1[CH2:53][CH2:52][CH2:51][CH:50]1[CH2:54][O:1][C:2]1[CH:3]=[C:4]2[C:9](=[CH:10][CH:11]=1)[CH:8]=[C:7]([C:12]1[C:20]3[C:15](=[CH:16][CH:17]=[C:18]([C:21]#[N:22])[CH:19]=3)[N:14]([CH:23]3[CH2:28][CH2:27][CH2:26][CH2:25][O:24]3)[N:13]=1)[CH:6]=[CH:5]2. The yield is 0.840. (5) The reactants are O[CH:2]=[C:3]1[C:11]2[C:6](=[CH:7][C:8]([C:12]([C:14]3[CH:15]=[C:16]([NH:20][C:21]([C:23]4[N:24]([CH3:29])[N:25]=[C:26]([CH3:28])[CH:27]=4)=[O:22])[CH:17]=[CH:18][CH:19]=3)=[O:13])=[CH:9][CH:10]=2)[NH:5][C:4]1=[O:30].[NH2:31][C:32]1[CH:33]=[CH:34][C:35]([CH3:39])=[C:36]([OH:38])[CH:37]=1. The catalyst is C1COCC1. The product is [OH:38][C:36]1[CH:37]=[C:32]([NH:31][CH:2]=[C:3]2[C:11]3[C:6](=[CH:7][C:8]([C:12]([C:14]4[CH:15]=[C:16]([NH:20][C:21]([C:23]5[N:24]([CH3:29])[N:25]=[C:26]([CH3:28])[CH:27]=5)=[O:22])[CH:17]=[CH:18][CH:19]=4)=[O:13])=[CH:9][CH:10]=3)[NH:5][C:4]2=[O:30])[CH:33]=[CH:34][C:35]=1[CH3:39]. The yield is 0.560. (6) The reactants are [Br:1][C:2]1[CH:21]=[CH:20][C:5]([O:6][C:7]2[N:14]=[C:13]([N:15]([CH2:17][CH2:18][OH:19])C)[CH:12]=[CH:11][C:8]=2[C:9]#[N:10])=[CH:4][C:3]=1[CH:22]=[O:23].[C:24]([Si:28](Cl)([CH3:30])[CH3:29])([CH3:27])([CH3:26])[CH3:25].CCN(CC)CC. The catalyst is C1COCC1.CN(C1C=CN=CC=1)C. The product is [Br:1][C:2]1[CH:21]=[CH:20][C:5]([O:6][C:7]2[N:14]=[C:13]([NH:15][CH2:17][CH2:18][O:19][Si:28]([C:24]([CH3:27])([CH3:26])[CH3:25])([CH3:30])[CH3:29])[CH:12]=[CH:11][C:8]=2[C:9]#[N:10])=[CH:4][C:3]=1[CH:22]=[O:23]. The yield is 0.890. (7) The reactants are [C:1]([O:5][C:6](=[O:17])[NH:7][CH2:8][CH:9]1[CH2:14][CH2:13][CH:12]([CH:15]=O)[CH2:11][CH2:10]1)([CH3:4])([CH3:3])[CH3:2].[CH:18]1([O:23][C:24](=[O:33])[C@@H:25]([NH2:32])[C:26]2[CH:31]=[CH:30][CH:29]=[CH:28][CH:27]=2)[CH2:22][CH2:21][CH2:20][CH2:19]1.C(O)(=O)C.C(O[BH-](OC(=O)C)OC(=O)C)(=O)C.[Na+].C([O-])(O)=O.[Na+]. The catalyst is ClCCCl.C(Cl)Cl. The product is [CH:18]1([O:23][C:24](=[O:33])[C@@H:25]([NH:32][CH2:15][CH:12]2[CH2:13][CH2:14][CH:9]([CH2:8][NH:7][C:6]([O:5][C:1]([CH3:4])([CH3:3])[CH3:2])=[O:17])[CH2:10][CH2:11]2)[C:26]2[CH:31]=[CH:30][CH:29]=[CH:28][CH:27]=2)[CH2:22][CH2:21][CH2:20][CH2:19]1. The yield is 0.310.